This data is from Full USPTO retrosynthesis dataset with 1.9M reactions from patents (1976-2016). The task is: Predict the reactants needed to synthesize the given product. Given the product [F:27][C:19]1[CH:18]=[C:17]([NH:1][C@@H:2]([C:6]([CH3:9])([CH3:8])[CH3:7])[C:3]([OH:5])=[O:4])[CH:22]=[C:21]([C:23]([F:24])([F:25])[F:26])[CH:20]=1, predict the reactants needed to synthesize it. The reactants are: [NH2:1][C@@H:2]([C:6]([CH3:9])([CH3:8])[CH3:7])[C:3]([OH:5])=[O:4].C([O-])([O-])=O.[K+].[K+].Br[C:17]1[CH:22]=[C:21]([C:23]([F:26])([F:25])[F:24])[CH:20]=[C:19]([F:27])[CH:18]=1.OS([O-])(=O)=O.[K+].